The task is: Regression. Given a peptide amino acid sequence and an MHC pseudo amino acid sequence, predict their binding affinity value. This is MHC class I binding data.. This data is from Peptide-MHC class I binding affinity with 185,985 pairs from IEDB/IMGT. (1) The peptide sequence is TQIPRQMVL. The MHC is HLA-A80:01 with pseudo-sequence HLA-A80:01. The binding affinity (normalized) is 0.0847. (2) The peptide sequence is SYPPPPASF. The MHC is HLA-A03:01 with pseudo-sequence HLA-A03:01. The binding affinity (normalized) is 0.0847. (3) The peptide sequence is ILVRFNYLA. The MHC is HLA-B58:01 with pseudo-sequence HLA-B58:01. The binding affinity (normalized) is 0.0847. (4) The peptide sequence is AAICTHLEV. The MHC is HLA-A02:06 with pseudo-sequence HLA-A02:06. The binding affinity (normalized) is 0.299.